Dataset: M1 muscarinic receptor antagonist screen with 61,756 compounds. Task: Binary Classification. Given a drug SMILES string, predict its activity (active/inactive) in a high-throughput screening assay against a specified biological target. (1) The drug is O=C1N(c2c(C(=O)C1)cccc2)c1ccccc1. The result is 0 (inactive). (2) The molecule is Clc1cc(C(=O)NCCC(C)C)ccc1. The result is 0 (inactive). (3) The result is 0 (inactive). The drug is S(=O)(=O)(n1nc(cc1)C)c1c2c(c(OCC)cc1)cccc2.